This data is from Catalyst prediction with 721,799 reactions and 888 catalyst types from USPTO. The task is: Predict which catalyst facilitates the given reaction. (1) Reactant: Cl.Cl.[CH3:3][C@@H:4]1[CH2:8][CH2:7][CH2:6][N:5]1[CH2:9][CH2:10][CH2:11][O:12][C:13]1[CH:25]=[CH:24][C:16]([O:17][CH:18]2[CH2:23][CH2:22][NH:21][CH2:20][CH2:19]2)=[CH:15][CH:14]=1.[Cl:26]CCl.Cl[C:30]([O:32][CH2:33][CH3:34])=[O:31]. Product: [ClH:26].[CH2:33]([O:32][C:30]([N:21]1[CH2:20][CH2:19][CH:18]([O:17][C:16]2[CH:24]=[CH:25][C:13]([O:12][CH2:11][CH2:10][CH2:9][N:5]3[CH2:6][CH2:7][CH2:8][C@H:4]3[CH3:3])=[CH:14][CH:15]=2)[CH2:23][CH2:22]1)=[O:31])[CH3:34]. The catalyst class is: 66. (2) Product: [CH3:8][C:9]1[CH:46]=[C:45]([CH3:47])[CH:44]=[CH:43][C:10]=1[O:11][CH2:12][C@H:13]([OH:42])[CH2:14][NH:15][C:16]1[CH:21]=[CH:20][NH:19][C:18](=[O:22])[C:17]=1[C:23]1[NH:34][C:33]2[C:25](=[CH:26][C:27]3[CH2:28][N:29]([CH:36]4[CH2:37][CH2:38][N:39]([CH2:49][CH2:48][S:50]([CH3:53])(=[O:52])=[O:51])[CH2:40][CH2:41]4)[C:30](=[O:35])[C:31]=3[CH:32]=2)[N:24]=1. The catalyst class is: 14. Reactant: C(O)(C(F)(F)F)=O.[CH3:8][C:9]1[CH:46]=[C:45]([CH3:47])[CH:44]=[CH:43][C:10]=1[O:11][CH2:12][C@H:13]([OH:42])[CH2:14][NH:15][C:16]1[CH:21]=[CH:20][NH:19][C:18](=[O:22])[C:17]=1[C:23]1[NH:34][C:33]2[C:25](=[CH:26][C:27]3[CH2:28][N:29]([CH:36]4[CH2:41][CH2:40][NH:39][CH2:38][CH2:37]4)[C:30](=[O:35])[C:31]=3[CH:32]=2)[N:24]=1.[CH:48]([S:50]([CH3:53])(=[O:52])=[O:51])=[CH2:49]. (3) Reactant: [CH2:1]([C:3]1[CH:4]=[C:5]([NH:9][C:10]([N:12]2[CH2:17][CH2:16][N:15]([C:18]([O:20][C:21]([CH3:24])([CH3:23])[CH3:22])=[O:19])[CH2:14][CH:13]2[CH2:25]O)=[O:11])[CH:6]=[CH:7][CH:8]=1)[CH3:2].C1(P(C2C=CC=CC=2)C2C=CC=CC=2)C=CC=CC=1.N(C(OCC)=O)=NC(OCC)=O.C1(C)C=CC=CC=1.O. Product: [CH2:1]([C:3]1[CH:4]=[C:5]([N:9]2[CH2:25][CH:13]3[CH2:14][N:15]([C:18]([O:20][C:21]([CH3:22])([CH3:23])[CH3:24])=[O:19])[CH2:16][CH2:17][N:12]3[C:10]2=[O:11])[CH:6]=[CH:7][CH:8]=1)[CH3:2]. The catalyst class is: 9. (4) Reactant: [OH:1][C:2]1[C:3]([N+:13]([O-:15])=[O:14])=[C:4]([CH:8]=[CH:9][C:10]=1[O:11][CH3:12])[C:5]([OH:7])=O.[Cl:16][C:17]1[N:26]=[C:25]([CH3:27])[C:24]([Cl:28])=[C:23]([CH3:29])[C:18]=1/[C:19](=[N:21]/O)/[NH2:20]. Product: [Cl:16][C:17]1[C:18]([C:19]2[N:20]=[C:5]([C:4]3[C:3]([N+:13]([O-:15])=[O:14])=[C:2]([OH:1])[C:10]([O:11][CH3:12])=[CH:9][CH:8]=3)[O:7][N:21]=2)=[C:23]([CH3:29])[C:24]([Cl:28])=[C:25]([CH3:27])[N:26]=1. The catalyst class is: 80. (5) Reactant: Br[CH2:2][C:3]1[C:8]([CH3:9])=[CH:7][CH:6]=[CH:5][C:4]=1[N:10]1[C:14](=[O:15])[N:13]([CH3:16])[N:12]=[N:11]1.[Br:17][C:18]1[N:23]=[C:22]([O:24][CH3:25])[C:21]([N:26]2[CH:30]=[CH:29][C:28]([OH:31])=[N:27]2)=[CH:20][CH:19]=1.C(=O)([O-])[O-].[K+].[K+].CN(C)C=O. Product: [Br:17][C:18]1[N:23]=[C:22]([O:24][CH3:25])[C:21]([N:26]2[CH:30]=[CH:29][C:28]([O:31][CH2:2][C:3]3[C:8]([CH3:9])=[CH:7][CH:6]=[CH:5][C:4]=3[N:10]3[C:14](=[O:15])[N:13]([CH3:16])[N:12]=[N:11]3)=[N:27]2)=[CH:20][CH:19]=1. The catalyst class is: 6. (6) Reactant: [NH2:1][C:2]1[C:7]([F:8])=[CH:6][N:5]=[C:4]([OH:9])[N:3]=1.CC#N.[CH3:13][N:14]([C:18]1[CH:23]=[CH:22][CH:21]=[CH:20][CH:19]=1)[C:15](Cl)=[S:16]. Product: [NH2:1][C:2]1[C:7]([F:8])=[CH:6][N:5]([C:15](=[S:16])[N:14]([CH3:13])[C:18]2[CH:23]=[CH:22][CH:21]=[CH:20][CH:19]=2)[C:4](=[O:9])[N:3]=1. The catalyst class is: 2. (7) Reactant: [CH:1]1([CH:7]([NH:18][C:19]2[CH:24]=[CH:23][C:22]([C:25]([N:27]([CH3:35])[CH2:28][CH2:29][C:30]([O:32]CC)=[O:31])=[O:26])=[CH:21][CH:20]=2)[C:8]2[O:9][C:10]3[CH:17]=[CH:16][CH:15]=[CH:14][C:11]=3[C:12]=2[CH3:13])[CH2:6][CH2:5][CH2:4][CH2:3][CH2:2]1.CCCCCC.C(O)C.[OH-].[Li+]. Product: [CH:1]1([CH:7]([NH:18][C:19]2[CH:24]=[CH:23][C:22]([C:25]([N:27]([CH3:35])[CH2:28][CH2:29][C:30]([OH:32])=[O:31])=[O:26])=[CH:21][CH:20]=2)[C:8]2[O:9][C:10]3[CH:17]=[CH:16][CH:15]=[CH:14][C:11]=3[C:12]=2[CH3:13])[CH2:6][CH2:5][CH2:4][CH2:3][CH2:2]1. The catalyst class is: 199. (8) Product: [CH3:31][S:32]([O-:35])(=[O:34])=[O:33].[CH2:1]([NH+:8]([CH2:9][C:10]1[CH:19]=[CH:18][C:13]([C:14]([O:16][CH3:17])=[O:15])=[CH:12][CH:11]=1)[CH2:20][C:21]1[CH:30]=[CH:29][C:24]([C:25]([O:27][CH3:28])=[O:26])=[CH:23][CH:22]=1)[C:2]1[CH:3]=[CH:4][CH:5]=[CH:6][CH:7]=1. Reactant: [CH2:1]([N:8]([CH2:20][C:21]1[CH:30]=[CH:29][C:24]([C:25]([O:27][CH3:28])=[O:26])=[CH:23][CH:22]=1)[CH2:9][C:10]1[CH:19]=[CH:18][C:13]([C:14]([O:16][CH3:17])=[O:15])=[CH:12][CH:11]=1)[C:2]1[CH:7]=[CH:6][CH:5]=[CH:4][CH:3]=1.[CH3:31][S:32]([OH:35])(=[O:34])=[O:33]. The catalyst class is: 27.